From a dataset of Peptide-MHC class I binding affinity with 185,985 pairs from IEDB/IMGT. Regression. Given a peptide amino acid sequence and an MHC pseudo amino acid sequence, predict their binding affinity value. This is MHC class I binding data. The peptide sequence is RDNLEPGTF. The MHC is Mamu-A11 with pseudo-sequence Mamu-A11. The binding affinity (normalized) is 0.208.